This data is from Reaction yield outcomes from USPTO patents with 853,638 reactions. The task is: Predict the reaction yield, written as a fraction of the theoretical maximum amount of product (1.0 means a 100% yield; for example, 0.34 means a 34% yield). (1) The reactants are [CH2:1]([C:3]1[N:4]([C:28]2[CH:33]=[CH:32][C:31]([OH:34])=[CH:30][CH:29]=2)[C:5](=[O:27])[C:6]([CH2:12][C:13]2[CH:18]=[CH:17][C:16]([C:19]3[C:20]([C:25]#[N:26])=[CH:21][CH:22]=[CH:23][CH:24]=3)=[CH:15][CH:14]=2)=[C:7]([CH2:9][CH2:10][CH3:11])[N:8]=1)[CH3:2].[Si](O[CH:43]1[CH2:47][CH2:46][CH:45]([OH:48])[CH2:44]1)(C(C)(C)C)(C)C.C1(P(C2C=CC=CC=2)C2C=CC=CC=2)C=CC=CC=1.[N:69]([C:70]([O:72]C(C)C)=[O:71])=[N:69][C:70]([O:72]C(C)C)=[O:71]. The catalyst is O1CCCC1.O. The product is [CH2:1]([C:3]1[N:4]([C:28]2[CH:33]=[CH:32][C:31]([O:34][CH:47]3[CH2:43][CH2:44][CH:45]([OH:48])[CH2:46]3)=[CH:30][CH:29]=2)[C:5](=[O:27])[C:6]([CH2:12][C:13]2[CH:18]=[CH:17][C:16]([C:19]3[CH:24]=[CH:23][CH:22]=[CH:21][C:20]=3[C:25]3[NH:69][C:70](=[O:71])[O:72][N:26]=3)=[CH:15][CH:14]=2)=[C:7]([CH2:9][CH2:10][CH3:11])[N:8]=1)[CH3:2]. The yield is 0.740. (2) The reactants are [C:1]([C:5]1[CH:10]=[CH:9][C:8]([S:11]([NH:14][C:15]2[CH:16]=[C:17]3[C:21](=[CH:22][CH:23]=2)[NH:20][C:19]([C:24](O)=[O:25])=[C:18]3[C:27]2[CH:32]=[CH:31][CH:30]=[C:29]([CH3:33])[CH:28]=2)(=[O:13])=[O:12])=[CH:7][CH:6]=1)([CH3:4])([CH3:3])[CH3:2].[NH2:34][CH:35]1[CH2:40][CH2:39][O:38][CH2:37][CH2:36]1. No catalyst specified. The product is [O:38]1[CH2:39][CH2:40][CH:35]([NH:34][C:24]([C:19]2[NH:20][C:21]3[C:17]([C:18]=2[C:27]2[CH:32]=[CH:31][CH:30]=[C:29]([CH3:33])[CH:28]=2)=[CH:16][C:15]([NH:14][S:11]([C:8]2[CH:7]=[CH:6][C:5]([C:1]([CH3:3])([CH3:4])[CH3:2])=[CH:10][CH:9]=2)(=[O:13])=[O:12])=[CH:23][CH:22]=3)=[O:25])[CH2:36][CH2:37]1. The yield is 0.290. (3) The reactants are [C:1](OC(=O)C)(=[O:3])[CH3:2].[NH2:8][C@H:9]([CH2:20][O:21][CH3:22])[C:10]([NH:12][CH2:13][C:14]1[CH:19]=[CH:18][CH:17]=[CH:16][CH:15]=1)=[O:11].C(N(CC)CC)C. The catalyst is C(Cl)Cl. The product is [CH3:2][C:1]([NH:8][C@@H:9]([C:10]([NH:12][CH2:13][C:14]1[CH:19]=[CH:18][CH:17]=[CH:16][CH:15]=1)=[O:11])[CH2:20][O:21][CH3:22])=[O:3]. The yield is 0.330. (4) The reactants are C(OC(=O)[NH:7][CH2:8][CH2:9][C:10]1[CH:15]=[CH:14][C:13]([O:16][C:17]2[CH:22]=[CH:21][C:20]([F:23])=[CH:19][CH:18]=2)=[CH:12][CH:11]=1)(C)(C)C.C(O)(C(F)(F)F)=O. The catalyst is ClCCl.C([O-])(O)=O.[Na+]. The product is [F:23][C:20]1[CH:21]=[CH:22][C:17]([O:16][C:13]2[CH:14]=[CH:15][C:10]([CH2:9][CH2:8][NH2:7])=[CH:11][CH:12]=2)=[CH:18][CH:19]=1. The yield is 0.940. (5) The catalyst is C1COCC1. The product is [C:24]([O:23][C@@H:13]1[C@@H:14]([CH2:19][CH2:20][OH:21])[C:15](=[O:18])[O:16][CH2:17][C@H:9]([NH:8][C:6]([O:5][C:1]([CH3:2])([CH3:4])[CH3:3])=[O:7])[C:10](=[O:30])[O:11][C@H:12]1[CH3:29])(=[O:28])[CH:25]([CH3:27])[CH3:26]. The reactants are [C:1]([O:5][C:6]([NH:8][C@H:9]1[CH2:17][O:16][C:15](=[O:18])[C@H:14]([CH2:19][C:20](O)=[O:21])[C@@H:13]([O:23][C:24](=[O:28])[CH:25]([CH3:27])[CH3:26])[C@H:12]([CH3:29])[O:11][C:10]1=[O:30])=[O:7])([CH3:4])([CH3:3])[CH3:2].B. The yield is 0.720. (6) The reactants are [CH2:1]([N:3]1[C:7]2[CH:8]=[CH:9][CH:10]=[CH:11][C:6]=2[N:5]([CH2:12][CH3:13])[CH:4]1[CH2:14][C:15]#[N:16])[CH3:2].[Cl:17][C:18]1[N:23]=[C:22](Cl)[C:21]([CH3:25])=[CH:20][N:19]=1. No catalyst specified. The product is [Cl:17][C:18]1[N:23]=[C:22]([CH:14]([CH:4]2[N:3]([CH2:1][CH3:2])[C:7]3[CH:8]=[CH:9][CH:10]=[CH:11][C:6]=3[N:5]2[CH2:12][CH3:13])[C:15]#[N:16])[C:21]([CH3:25])=[CH:20][N:19]=1. The yield is 0.390. (7) The reactants are [CH2:1]([O:3][C:4](=[CH:10][C:11]1[CH:12]=[N:13][C:14]([O:17][CH2:18][CH2:19][C:20]2[N:21]=[C:22]([C:26]3[CH:31]=[CH:30][CH:29]=[CH:28][CH:27]=3)[O:23][C:24]=2[CH3:25])=[CH:15][CH:16]=1)[C:5]([O:7][CH2:8][CH3:9])=[O:6])[CH3:2]. The catalyst is C(O)C.[Pd]. The product is [CH2:1]([O:3][CH:4]([CH2:10][C:11]1[CH:12]=[N:13][C:14]([O:17][CH2:18][CH2:19][C:20]2[N:21]=[C:22]([C:26]3[CH:31]=[CH:30][CH:29]=[CH:28][CH:27]=3)[O:23][C:24]=2[CH3:25])=[CH:15][CH:16]=1)[C:5]([O:7][CH2:8][CH3:9])=[O:6])[CH3:2]. The yield is 0.560. (8) The reactants are [I:1][C:2]1[CH:3]=[C:4]2[C:9](=[CH:10][CH:11]=1)[O:8][C@@H:7]([C:12]([OH:14])=O)[CH2:6][CH2:5]2.C([O-])(=O)C.[NH4+:19]. The catalyst is CN(C=O)C. The product is [I:1][C:2]1[CH:3]=[C:4]2[C:9](=[CH:10][CH:11]=1)[O:8][C@@H:7]([C:12]([NH2:19])=[O:14])[CH2:6][CH2:5]2. The yield is 0.940.